This data is from Full USPTO retrosynthesis dataset with 1.9M reactions from patents (1976-2016). The task is: Predict the reactants needed to synthesize the given product. (1) Given the product [CH2:1]([N:3]1[CH2:4][CH2:5][N:6]([C:9]2[C:18]3[C:13](=[CH:14][CH:15]=[CH:16][CH:17]=3)[CH:12]=[C:11]([C:19]3[CH:24]=[CH:23][C:22]([C:29](=[O:30])[NH:28][CH2:26][CH3:27])=[CH:21][CH:20]=3)[N:10]=2)[CH2:7][CH2:8]1)[CH3:2], predict the reactants needed to synthesize it. The reactants are: [CH2:1]([N:3]1[CH2:8][CH2:7][N:6]([C:9]2[C:18]3[C:13](=[CH:14][CH:15]=[CH:16][CH:17]=3)[CH:12]=[C:11]([C:19]3[CH:24]=[CH:23][C:22](O)=[CH:21][CH:20]=3)[N:10]=2)[CH2:5][CH2:4]1)[CH3:2].[CH2:26]([N:28]=[C:29]=[O:30])[CH3:27]. (2) Given the product [OH:10][C:8]1[CH:7]=[CH:6][C:3]([C:4]#[N:5])=[C:2]([CH3:1])[CH:9]=1, predict the reactants needed to synthesize it. The reactants are: [CH3:1][C:2]1[CH:9]=[C:8]([O:10]C)[CH:7]=[CH:6][C:3]=1[C:4]#[N:5].B(Br)(Br)Br.O. (3) Given the product [OH:31][CH2:30][CH2:29][C:27]1[N:26]=[N:25][N:24]([C:22]2[CH:21]=[CH:20][C:19]([CH3:32])=[C:18]([CH:23]=2)[C:16]([C:13]2[CH:14]=[CH:15][C:10]([NH:9][C:3]3[CH:4]=[C:5]([C:41](=[O:42])[CH3:38])[CH:6]=[CH:7][CH:2]=3)=[CH:11][C:12]=2[CH3:33])=[O:17])[CH:28]=1, predict the reactants needed to synthesize it. The reactants are: F[C:2]1[CH:7]=[C:6](F)[CH:5]=[CH:4][C:3]=1[NH:9][C:10]1[CH:15]=[CH:14][C:13]([C:16]([C:18]2[CH:23]=[C:22]([N:24]3[CH:28]=[C:27]([CH2:29][CH2:30][OH:31])[N:26]=[N:25]3)[CH:21]=[CH:20][C:19]=2[CH3:32])=[O:17])=[C:12]([CH3:33])[CH:11]=1.BrC1C=C[C:38]([C:41](C2C=C(N3C=C(CCO)N=N3)C=CC=2C)=[O:42])=C(C)C=1.NC1C=C(C(=O)C)C=CC=1. (4) Given the product [Cl:13][C:10]1[N:9]=[C:8]([C:14]2[NH:15][C:16]3[C:21]([CH:22]=2)=[C:20]([F:23])[CH:19]=[CH:18][CH:17]=3)[C:7]([CH:26]=[CH2:27])=[CH:12][CH:11]=1, predict the reactants needed to synthesize it. The reactants are: FC(F)(F)S(O[C:7]1[C:8]([C:14]2[NH:15][C:16]3[C:21]([CH:22]=2)=[C:20]([F:23])[CH:19]=[CH:18][CH:17]=3)=[N:9][C:10]([Cl:13])=[CH:11][CH:12]=1)(=O)=O.[CH2:26]([Sn](CCCC)(CCCC)C=C)[CH2:27]CC.[Li+].[Cl-]. (5) Given the product [Cl:6][C:1]1[C:2](=[O:3])[N:10]([C:35]2[N:36]=[N:37][C:38]([CH3:41])=[CH:39][CH:40]=2)[C@H:11]([C:24]2[CH:29]=[CH:28][C:27]([O:30][C:31]([F:32])([F:33])[F:34])=[CH:26][CH:25]=2)[C:12]=1[C:13](=[O:23])[C:14]1[CH:19]=[CH:18][C:17]([CH:20]([CH3:22])[CH3:21])=[CH:16][CH:15]=1, predict the reactants needed to synthesize it. The reactants are: [C:1]([Cl:6])(=O)[C:2](Cl)=[O:3].OC1C(=O)[N:10]([C:35]2[N:36]=[N:37][C:38]([CH3:41])=[CH:39][CH:40]=2)[C@H:11]([C:24]2[CH:29]=[CH:28][C:27]([O:30][C:31]([F:34])([F:33])[F:32])=[CH:26][CH:25]=2)[C:12]=1[C:13](=[O:23])[C:14]1[CH:19]=[CH:18][C:17]([CH:20]([CH3:22])[CH3:21])=[CH:16][CH:15]=1. (6) Given the product [CH3:1][C:2]1[NH:3][C:4]2[C:9]([C:10]=1[CH3:11])=[CH:8][C:7]([NH:12][C:13]1[C:22]3[C:17](=[CH:18][C:19]([O:25][CH2:35][CH2:34][N:27]([CH3:26])[C:28]4[CH:33]=[CH:32][N:31]=[CH:30][CH:29]=4)=[C:20]([O:23][CH3:24])[CH:21]=3)[N:16]=[CH:15][N:14]=1)=[CH:6][CH:5]=2, predict the reactants needed to synthesize it. The reactants are: [CH3:1][C:2]1[NH:3][C:4]2[C:9]([C:10]=1[CH3:11])=[CH:8][C:7]([NH:12][C:13]1[C:22]3[C:17](=[CH:18][C:19]([OH:25])=[C:20]([O:23][CH3:24])[CH:21]=3)[N:16]=[CH:15][N:14]=1)=[CH:6][CH:5]=2.[CH3:26][N:27]([CH2:34][CH2:35]O)[C:28]1[CH:33]=[CH:32][N:31]=[CH:30][CH:29]=1. (7) Given the product [C:12]1([NH:11][C:9](=[O:10])[NH:8][C:3]2[CH:4]=[CH:5][CH:6]=[CH:7][C:2]=2[NH:1][S:31]([C:25]2[CH:30]=[CH:29][CH:28]=[CH:27][CH:26]=2)(=[O:33])=[O:32])[CH:17]=[CH:16][CH:15]=[CH:14][CH:13]=1, predict the reactants needed to synthesize it. The reactants are: [NH2:1][C:2]1[CH:7]=[CH:6][CH:5]=[CH:4][C:3]=1[NH:8][C:9]([NH:11][C:12]1[CH:17]=[CH:16][CH:15]=[CH:14][CH:13]=1)=[O:10].C(N(CC)CC)C.[C:25]1([S:31](Cl)(=[O:33])=[O:32])[CH:30]=[CH:29][CH:28]=[CH:27][CH:26]=1.